This data is from HIV replication inhibition screening data with 41,000+ compounds from the AIDS Antiviral Screen. The task is: Binary Classification. Given a drug SMILES string, predict its activity (active/inactive) in a high-throughput screening assay against a specified biological target. (1) The drug is C=C1OC2OC(C)C(NC(=O)OCC(Cl)(Cl)Cl)C(OC(C)=O)C2O1. The result is 0 (inactive). (2) The compound is Cc1ccc(NC(=O)CC(=O)N2N=C(N(c3ccccc3)c3ccccc3)CC2c2ccccc2)cc1. The result is 0 (inactive). (3) The drug is NC(=O)c1cn(C2OC(CO)C(O)C2O)c2nc[n+]([O-])c(N)c12. The result is 0 (inactive). (4) The compound is COc1ccc(C=CCN(C)CCc2ccccc2)cc1OC. The result is 0 (inactive).